This data is from Forward reaction prediction with 1.9M reactions from USPTO patents (1976-2016). The task is: Predict the product of the given reaction. (1) Given the reactants [C:1]1([C:7]2[N:11]([CH2:12][C:13]3[CH:18]=[CH:17][C:16]([C:19]([F:22])([F:21])[F:20])=[CH:15][CH:14]=3)[C:10]([C:23]3[CH:24]=[C:25]4[C:30](=[CH:31][CH:32]=3)[CH:29]=[C:28]([O:33][CH2:34][C:35]3[CH:44]=[CH:43][C:38]([C:39]([O:41]C)=[O:40])=[CH:37][C:36]=3[C:45]([O:47]C)=[O:46])[CH:27]=[CH:26]4)=[CH:9][CH:8]=2)[CH:6]=[CH:5][CH:4]=[CH:3][CH:2]=1.[OH-].[Na+], predict the reaction product. The product is: [C:1]1([C:7]2[N:11]([CH2:12][C:13]3[CH:18]=[CH:17][C:16]([C:19]([F:22])([F:21])[F:20])=[CH:15][CH:14]=3)[C:10]([C:23]3[CH:24]=[C:25]4[C:30](=[CH:31][CH:32]=3)[CH:29]=[C:28]([O:33][CH2:34][C:35]3[CH:44]=[CH:43][C:38]([C:39]([OH:41])=[O:40])=[CH:37][C:36]=3[C:45]([OH:47])=[O:46])[CH:27]=[CH:26]4)=[CH:9][CH:8]=2)[CH:2]=[CH:3][CH:4]=[CH:5][CH:6]=1. (2) Given the reactants [C:1]([O:5][C:6]([CH3:9])([CH3:8])[CH3:7])(=[O:4])[CH:2]=[CH2:3].[CH2:10]([O:12][SiH:13]([O:17][CH2:18][CH3:19])[O:14][CH2:15][CH3:16])[CH3:11], predict the reaction product. The product is: [CH2:10]([O:12][Si:13]([O:17][CH2:18][CH3:19])([O:14][CH2:15][CH3:16])[CH2:3][CH2:2][C:1]([O:5][C:6]([CH3:9])([CH3:8])[CH3:7])=[O:4])[CH3:11]. (3) The product is: [CH2:38]([C:35]1[CH:36]=[CH:37][C:32]([CH2:31][O:30][CH:18]2[CH:17]([C:14]3[CH:13]=[CH:12][C:11]([O:10][CH2:9][CH2:8][CH2:7][O:6][CH2:5][C:4]4[CH:46]=[CH:47][CH:48]=[CH:49][C:3]=4[O:2][CH3:1])=[CH:16][CH:15]=3)[CH2:22][CH2:21][N:20]([C:23]([O:25][C:26]([CH3:29])([CH3:28])[CH3:27])=[O:24])[CH2:19]2)=[CH:33][C:34]=1[O:40][CH2:41][CH2:42][CH2:43][O:44][CH3:45])[CH3:39]. Given the reactants [CH3:1][O:2][C:3]1[CH:49]=[CH:48][CH:47]=[CH:46][C:4]=1[CH2:5][O:6][CH2:7][CH2:8][CH2:9][O:10][C:11]1[CH:16]=[CH:15][C:14]([CH:17]2[CH2:22][CH2:21][N:20]([C:23]([O:25][C:26]([CH3:29])([CH3:28])[CH3:27])=[O:24])[CH2:19][CH:18]2[O:30][CH2:31][C:32]2[CH:37]=[CH:36][C:35]([CH:38]=[CH2:39])=[C:34]([O:40][CH2:41][CH2:42][CH2:43][O:44][CH3:45])[CH:33]=2)=[CH:13][CH:12]=1, predict the reaction product. (4) Given the reactants [F:1][C:2]1[CH:9]=[C:8]([C:10]2[N:15]=[CH:14][CH:13]=[CH:12][N:11]=2)[CH:7]=[CH:6][C:3]=1[CH:4]=O.N1(C2C=C[C:24]([CH:25]=[O:26])=CC=2)C=CC=N1, predict the reaction product. The product is: [F:1][C:2]1[CH:9]=[C:8]([C:10]2[N:15]=[CH:14][CH:13]=[CH:12][N:11]=2)[CH:7]=[CH:6][C:3]=1/[CH:4]=[CH:24]/[CH:25]=[O:26].